This data is from Catalyst prediction with 721,799 reactions and 888 catalyst types from USPTO. The task is: Predict which catalyst facilitates the given reaction. (1) Product: [CH2:4]([O:3][CH2:2][N:11]1[CH:15]=[CH:14][CH:13]=[N:12]1)[C:5]1[CH:10]=[CH:9][CH:8]=[CH:7][CH:6]=1. Reactant: Cl[CH2:2][O:3][CH2:4][C:5]1[CH:10]=[CH:9][CH:8]=[CH:7][CH:6]=1.[NH:11]1[CH:15]=[CH:14][CH:13]=[N:12]1. The catalyst class is: 3. (2) Reactant: [Br:1][C:2]1[CH:7]=[CH:6][C:5]([CH2:8][C:9]([OH:11])=[O:10])=[CH:4][CH:3]=1.N12CCCNC1CCCC=[CH:13]2.IC. Product: [Br:1][C:2]1[CH:3]=[CH:4][C:5]([CH2:8][C:9]([O:11][CH3:13])=[O:10])=[CH:6][CH:7]=1. The catalyst class is: 10. (3) Reactant: [Si:1]([O:8][C@H:9]([CH2:32][O:33][C:34]1[CH:39]=[CH:38][CH:37]=[CH:36][CH:35]=1)[C@H:10]([NH:25]S(C(C)(C)C)=O)[CH2:11][CH2:12]/[CH:13]=[CH:14]/[C:15]1[CH:24]=[CH:23][C:18]([C:19]([O:21][CH3:22])=[O:20])=[CH:17][CH:16]=1)([C:4]([CH3:7])([CH3:6])[CH3:5])([CH3:3])[CH3:2].Cl. Product: [NH2:25][C@@H:10]([C@H:9]([O:8][Si:1]([C:4]([CH3:7])([CH3:6])[CH3:5])([CH3:2])[CH3:3])[CH2:32][O:33][C:34]1[CH:35]=[CH:36][CH:37]=[CH:38][CH:39]=1)[CH2:11][CH2:12]/[CH:13]=[CH:14]/[C:15]1[CH:24]=[CH:23][C:18]([C:19]([O:21][CH3:22])=[O:20])=[CH:17][CH:16]=1. The catalyst class is: 2. (4) Reactant: C(N(CC)CC)C.C(OC(OC(C)(C)C)=O)(OC(C)(C)C)=O.FC(F)(F)C(O)=O.C([O:32][C:33]([C:35]1[CH:36]=[N:37][NH:38][C:39]=1[N:40]1[C:44](=[O:45])[NH:43][C:42]([CH:46]([NH:61][C:62]2[CH:67]=[CH:66][C:65]([C:68](=[NH:70])[NH2:69])=[CH:64][CH:63]=2)[C:47]2[CH:52]=[C:51]([O:53][CH3:54])[CH:50]=[C:49]([O:55][CH2:56][CH2:57][CH2:58][OH:59])[C:48]=2[F:60])=[N:41]1)=[O:34])C.CN(C=O)C. Product: [C:68]([C:65]1[CH:64]=[CH:63][C:62]([NH:61][CH:46]([C:47]2[CH:52]=[C:51]([O:53][CH3:54])[CH:50]=[C:49]([O:55][CH2:56][CH2:57][CH2:58][OH:59])[C:48]=2[F:60])[C:42]2[NH:43][C:44](=[O:45])[N:40]([C:39]3[NH:38][N:37]=[CH:36][C:35]=3[C:33]([OH:34])=[O:32])[N:41]=2)=[CH:67][CH:66]=1)(=[NH:69])[NH2:70]. The catalyst class is: 594. (5) Reactant: [H-].[Na+].[CH3:3][C:4]([CH3:8])([CH3:7])[CH2:5][OH:6].Cl[C:10]1[N:15]=[C:14]2[N:16]([CH2:19][C:20]3[CH:25]=[CH:24][CH:23]=[CH:22][C:21]=3[C:26]([F:29])([F:28])[F:27])[N:17]=[CH:18][C:13]2=[C:12]([N:30]2[CH2:34][CH2:33][C:32]([F:36])([F:35])[CH2:31]2)[N:11]=1.CCOC(C)=O. Product: [F:36][C:32]1([F:35])[CH2:33][CH2:34][N:30]([C:12]2[N:11]=[C:10]([O:6][CH2:5][C:4]([CH3:8])([CH3:7])[CH3:3])[N:15]=[C:14]3[N:16]([CH2:19][C:20]4[CH:25]=[CH:24][CH:23]=[CH:22][C:21]=4[C:26]([F:28])([F:29])[F:27])[N:17]=[CH:18][C:13]=23)[CH2:31]1. The catalyst class is: 1. (6) Reactant: C(OC(=O)[NH:7][C@H:8]([C:10](=[O:43])[NH:11][C@H:12]([C:20](=[O:42])[NH:21][C@@H:22]([CH2:35][C:36]1[CH:41]=[CH:40][CH:39]=[CH:38][CH:37]=1)[C:23]([C:25](=[O:34])[NH:26][CH2:27][C:28]1[CH:33]=[CH:32][CH:31]=[CH:30][CH:29]=1)=[O:24])[CH2:13][C:14]1[CH:19]=[CH:18][CH:17]=[CH:16][CH:15]=1)[CH3:9])(C)(C)C.C(O)(C(F)(F)F)=O.C(N(CC)C(C)C)(C)C.[CH2:61]1[C:69]2[C:64](=[CH:65][CH:66]=[CH:67][CH:68]=2)[CH2:63][N:62]1[C:70](Cl)=[O:71]. Product: [CH2:35]([C@H:22]([NH:21][C:20]([C@@H:12]([NH:11][C:10]([C@@H:8]([NH:7][C:70]([N:62]1[CH2:63][C:64]2[C:69](=[CH:68][CH:67]=[CH:66][CH:65]=2)[CH2:61]1)=[O:71])[CH3:9])=[O:43])[CH2:13][C:14]1[CH:15]=[CH:16][CH:17]=[CH:18][CH:19]=1)=[O:42])[C:23]([C:25](=[O:34])[NH:26][CH2:27][C:28]1[CH:33]=[CH:32][CH:31]=[CH:30][CH:29]=1)=[O:24])[C:36]1[CH:37]=[CH:38][CH:39]=[CH:40][CH:41]=1. The catalyst class is: 4. (7) Reactant: [OH-].[Li+].[Cl:3][C:4]1[C:9]([C:10]([NH:12][C:13]2[CH:18]=[CH:17][C:16]([CH2:19][C:20]([O:22]CC)=[O:21])=[CH:15][CH:14]=2)=[O:11])=[C:8]([F:25])[C:7]([O:26][CH2:27][C:28]2[CH:33]=[CH:32][CH:31]=[C:30]([Cl:34])[CH:29]=2)=[CH:6][CH:5]=1.O. Product: [Cl:3][C:4]1[C:9]([C:10]([NH:12][C:13]2[CH:18]=[CH:17][C:16]([CH2:19][C:20]([OH:22])=[O:21])=[CH:15][CH:14]=2)=[O:11])=[C:8]([F:25])[C:7]([O:26][CH2:27][C:28]2[CH:33]=[CH:32][CH:31]=[C:30]([Cl:34])[CH:29]=2)=[CH:6][CH:5]=1. The catalyst class is: 12. (8) Reactant: [NH2:1][C:2]1[N:7]=[C:6]([OH:8])[C:5]([CH2:9][C:10]2[CH:15]=[CH:14][C:13]([CH2:16][C:17]#[N:18])=[CH:12][CH:11]=2)=[C:4]([CH3:19])[N:3]=1.[C:20]1([CH3:32])[CH:25]=[C:24]([CH3:26])[CH:23]=[C:22]([CH3:27])[C:21]=1[S:28](Cl)(=[O:30])=[O:29]. Product: [CH3:32][C:20]1[CH:25]=[C:24]([CH3:26])[CH:23]=[C:22]([CH3:27])[C:21]=1[S:28]([O:8][C:6]1[C:5]([CH2:9][C:10]2[CH:15]=[CH:14][C:13]([CH2:16][C:17]#[N:18])=[CH:12][CH:11]=2)=[C:4]([CH3:19])[N:3]=[C:2]([NH2:1])[N:7]=1)(=[O:29])=[O:30]. The catalyst class is: 142. (9) Reactant: [CH3:1][O:2][C:3](=[O:21])[CH:4]([N:13]1[C:17]([CH2:18][CH2:19][OH:20])=[CH:16][N:15]=[CH:14]1)[C:5]1[CH:10]=[CH:9][CH:8]=[CH:7][C:6]=1[O:11][CH3:12].CCN(CC)CC.[CH3:29][S:30](Cl)(=[O:32])=[O:31]. Product: [CH3:1][O:2][C:3](=[O:21])[CH:4]([N:13]1[C:17]([CH2:18][CH2:19][O:20][S:30]([CH3:29])(=[O:32])=[O:31])=[CH:16][N:15]=[CH:14]1)[C:5]1[CH:10]=[CH:9][CH:8]=[CH:7][C:6]=1[O:11][CH3:12]. The catalyst class is: 2. (10) Reactant: [NH2:1][C:2]1[C:7]([C:8]#[N:9])=[C:6]([C:10]2[CH:11]=[C:12]([CH:16]=[CH:17][CH:18]=2)[C:13]([OH:15])=[O:14])[CH:5]=[C:4]([C:19]2[CH:24]=[CH:23][CH:22]=[CH:21][C:20]=2[O:25]CC2C=CC(OC)=CC=2)[N:3]=1.FC(F)(F)C(O)=O.C1(OC)C=CC=CC=1.O. Product: [NH2:1][C:2]1[N:3]=[C:4]([C:19]2[CH:24]=[CH:23][CH:22]=[CH:21][C:20]=2[OH:25])[CH:5]=[C:6]([C:10]2[CH:18]=[CH:17][CH:16]=[C:12]([C:13]([OH:15])=[O:14])[CH:11]=2)[C:7]=1[C:8]#[N:9]. The catalyst class is: 11.